This data is from Full USPTO retrosynthesis dataset with 1.9M reactions from patents (1976-2016). The task is: Predict the reactants needed to synthesize the given product. (1) Given the product [CH2:35]([O:34][C:26]1[C:27]2[NH:32][C:31](=[O:33])[CH2:30][O:29][C:28]=2[C:23]([C:20](=[O:22])[CH2:21][Cl:8])=[CH:24][CH:25]=1)[C:36]1[CH:41]=[CH:40][CH:39]=[CH:38][CH:37]=1, predict the reactants needed to synthesize it. The reactants are: I(Cl)(=O)=O.I([Cl:8])(=O)=O.C([N+](C)(C)C)C1C=CC=CC=1.[C:20]([C:23]1[C:28]2[O:29][CH2:30][C:31](=[O:33])[NH:32][C:27]=2[C:26]([O:34][CH2:35][C:36]2[CH:41]=[CH:40][CH:39]=[CH:38][CH:37]=2)=[CH:25][CH:24]=1)(=[O:22])[CH3:21].C(O)(=O)C.S(=O)(=O)(O)[O-].[Na+]. (2) Given the product [C:25]1([CH3:35])[CH:26]=[CH:27][C:28]([S:31]([OH:34])(=[O:32])=[O:33])=[CH:29][CH:30]=1.[S:1]1[C:5]([C:6]2[N:11]=[CH:10][C:9]([N:12]3[CH2:19][CH:18]4[CH:14]([CH2:15][N:16]([CH3:20])[CH2:17]4)[CH2:13]3)=[CH:8][CH:7]=2)=[CH:4][C:3]2[CH:21]=[CH:22][CH:23]=[CH:24][C:2]1=2, predict the reactants needed to synthesize it. The reactants are: [S:1]1[C:5]([C:6]2[N:11]=[CH:10][C:9]([N:12]3[CH2:19][CH:18]4[CH:14]([CH2:15][N:16]([CH3:20])[CH2:17]4)[CH2:13]3)=[CH:8][CH:7]=2)=[CH:4][C:3]2[CH:21]=[CH:22][CH:23]=[CH:24][C:2]1=2.[C:25]1([CH3:35])[CH:30]=[CH:29][C:28]([S:31]([OH:34])(=[O:33])=[O:32])=[CH:27][CH:26]=1. (3) Given the product [CH3:34][N:25]1[C:26]([CH:28]2[CH2:29][CH2:30][O:31][CH2:32][CH2:33]2)=[CH:27][C:23]([N:6]2[CH2:7][C@H:8]([S:10]([C:13]3[CH:18]=[CH:17][CH:16]=[CH:15][C:14]=3[C:19]([F:21])([F:22])[F:20])(=[O:12])=[O:11])[CH2:9][C@H:5]2[C:3]([OH:4])=[O:2])=[N:24]1, predict the reactants needed to synthesize it. The reactants are: C[O:2][C:3]([C@@H:5]1[CH2:9][C@@H:8]([S:10]([C:13]2[CH:18]=[CH:17][CH:16]=[CH:15][C:14]=2[C:19]([F:22])([F:21])[F:20])(=[O:12])=[O:11])[CH2:7][N:6]1[C:23]1[CH:27]=[C:26]([CH:28]2[CH2:33][CH2:32][O:31][CH2:30][CH2:29]2)[N:25]([CH3:34])[N:24]=1)=[O:4].[OH-].[Li+]. (4) Given the product [Br:1][C:2]1[CH:25]=[CH:24][C:5]2[N:6]([C:20]([CH3:22])([CH3:21])[CH3:23])[C:7]([C:9]3[CH:14]=[CH:13][CH:12]=[CH:11][C:10]=3[C:15]3[N:19]=[CH:18][N:17]([CH3:26])[N:16]=3)=[N:8][C:4]=2[CH:3]=1, predict the reactants needed to synthesize it. The reactants are: [Br:1][C:2]1[CH:25]=[CH:24][C:5]2[N:6]([C:20]([CH3:23])([CH3:22])[CH3:21])[C:7]([C:9]3[CH:14]=[CH:13][CH:12]=[CH:11][C:10]=3[C:15]3[N:19]=[CH:18][NH:17][N:16]=3)=[N:8][C:4]=2[CH:3]=1.[C:26]([O-])([O-])=O.[K+].[K+].CI. (5) Given the product [F:1][C:2]1[CH:7]=[C:6]([N:8]2[CH2:13][CH2:12][O:11][CH2:10][C:9]2=[O:14])[CH:5]=[CH:4][C:3]=1[N:15]1[CH2:16][C@H:17]([CH2:18][N:19]2[C:27](=[O:28])[C:26]3[C:21](=[CH:22][CH:23]=[CH:24][CH:25]=3)[C:20]2=[O:29])[O:30][C:31]1=[O:32], predict the reactants needed to synthesize it. The reactants are: [F:1][C:2]1[CH:7]=[C:6]([N:8]2[CH2:13][CH2:12][O:11][CH2:10][C:9]2=[O:14])[CH:5]=[CH:4][C:3]=1[NH:15][CH2:16][C@@H:17]([OH:30])[CH2:18][N:19]1[C:27](=[O:28])[C:26]2[C:21](=[CH:22][CH:23]=[CH:24][CH:25]=2)[C:20]1=[O:29].[C:31](N1C=CN=C1)(N1C=CN=C1)=[O:32]. (6) Given the product [C:84]([NH:87][C:2]1[CH:3]=[CH:4][C:5]2[C:11]3[S:12][C:13]([C:15]([N:17]([C:19]4[CH:24]=[CH:23][C:22]([C:25]([N:27]5[CH2:32][CH2:31][N:30]([CH3:33])[CH2:29][CH2:28]5)=[O:26])=[CH:21][C:20]=4[Cl:34])[CH3:18])=[O:16])=[CH:14][C:10]=3[CH2:9][CH2:8][O:7][C:6]=2[CH:35]=1)(=[O:86])[CH3:85], predict the reactants needed to synthesize it. The reactants are: Br[C:2]1[CH:3]=[CH:4][C:5]2[C:11]3[S:12][C:13]([C:15]([N:17]([C:19]4[CH:24]=[CH:23][C:22]([C:25]([N:27]5[CH2:32][CH2:31][N:30]([CH3:33])[CH2:29][CH2:28]5)=[O:26])=[CH:21][C:20]=4[Cl:34])[CH3:18])=[O:16])=[CH:14][C:10]=3[CH2:9][CH2:8][O:7][C:6]=2[CH:35]=1.O1CCOCC1.C1(P(C2C=CC=CC=2)C2C3OC4C(=CC=CC=4P(C4C=CC=CC=4)C4C=CC=CC=4)C(C)(C)C=3C=CC=2)C=CC=CC=1.[C:84]([NH2:87])(=[O:86])[CH3:85].C(=O)([O-])[O-].[Cs+].[Cs+]. (7) Given the product [F:1][C:2]1[CH:16]=[CH:15][C:5]2[CH2:6][C:7]3[CH:14]=[CH:13][CH:12]=[CH:11][C:8]=3[CH:9]3[O:22][CH:10]3[C:4]=2[CH:3]=1, predict the reactants needed to synthesize it. The reactants are: [F:1][C:2]1[CH:16]=[CH:15][C:5]2[CH2:6][C:7]3[CH:14]=[CH:13][CH:12]=[CH:11][C:8]=3[CH:9]=[CH:10][C:4]=2[CH:3]=1.Cl.Cl.CC([OH:22])C. (8) Given the product [CH3:42][O:1][C:2]([C:9]1[CH:10]=[C:11]([CH:34]=[CH:35][CH:36]=1)[O:12][C:13]1[C:18]([NH:19][C:20]([NH:22][C:23]2[CH:24]=[CH:25][C:26]([O:29][C:30]([F:33])([F:31])[F:32])=[CH:27][CH:28]=2)=[O:21])=[CH:17][CH:16]=[CH:15][N:14]=1)([CH2:6][CH:7]=[CH2:8])[CH2:3][CH:4]=[CH2:5], predict the reactants needed to synthesize it. The reactants are: [OH:1][C:2]([C:9]1[CH:10]=[C:11]([CH:34]=[CH:35][CH:36]=1)[O:12][C:13]1[C:18]([NH:19][C:20]([NH:22][C:23]2[CH:28]=[CH:27][C:26]([O:29][C:30]([F:33])([F:32])[F:31])=[CH:25][CH:24]=2)=[O:21])=[CH:17][CH:16]=[CH:15][N:14]=1)([CH2:6][CH:7]=[CH2:8])[CH2:3][CH:4]=[CH2:5].S(=O)(=O)(O)O.[C:42](=O)(O)[O-].[Na+]. (9) The reactants are: F[C:2]1[CH:3]=[C:4]([N+:17]([O-:19])=[O:18])[CH:5]=[CH:6][C:7]=1[O:8][CH2:9][C:10]1[CH:15]=[CH:14][CH:13]=[C:12]([F:16])[CH:11]=1.[F:20]C1C=C(O)C=CC=1[N+]([O-])=O.FC1C=C(C=CC=1)CBr. Given the product [F:20][C:5]1[CH:6]=[C:7]([O:8][CH2:9][C:10]2[CH:15]=[CH:14][CH:13]=[C:12]([F:16])[CH:11]=2)[CH:2]=[CH:3][C:4]=1[N+:17]([O-:19])=[O:18], predict the reactants needed to synthesize it.